This data is from Forward reaction prediction with 1.9M reactions from USPTO patents (1976-2016). The task is: Predict the product of the given reaction. (1) Given the reactants [OH:1][C:2]1[CH:3]=[C:4]2[C:9](=[CH:10][CH:11]=1)[C:8]([C:12]([O:14][CH3:15])=[O:13])=[CH:7][CH:6]=[CH:5]2.[B-](F)(F)(F)[F:17].[B-](F)(F)(F)F.C1[N+]2(CCl)CC[N+](F)(CC2)C1, predict the reaction product. The product is: [F:17][C:3]1[C:2]([OH:1])=[CH:11][CH:10]=[C:9]2[C:4]=1[CH:5]=[CH:6][CH:7]=[C:8]2[C:12]([O:14][CH3:15])=[O:13]. (2) Given the reactants [CH:1]1([CH2:5][NH:6][C:7]([C:9]2[N:14]=[C:13]([O:15][CH2:16][C:17]([OH:19])=O)[CH:12]=[CH:11][C:10]=2[NH:20][C:21]([C:23]2[C:32]3[C:27](=CC=CC=3)[C:26]([CH2:33][N:34]3[CH:38]=[CH:37][N:36]=[N:35]3)=[CH:25][CH:24]=2)=[O:22])=[O:8])[CH2:4][CH2:3][CH2:2]1.Cl.[CH3:40][NH2:41], predict the reaction product. The product is: [CH:1]1([CH2:5][NH:6][C:7]([C:9]2[C:10]([NH:20][C:21]([C:23]3[C:32]4[C:27](=[CH:4][CH:1]=[CH:2][CH:3]=4)[C:26]([CH2:33][N:34]4[CH:38]=[CH:37][N:36]=[N:35]4)=[CH:25][CH:24]=3)=[O:22])=[CH:11][CH:12]=[C:13]([O:15][CH2:16][C:17]([NH:41][CH3:40])=[O:19])[N:14]=2)=[O:8])[CH2:4][CH2:3][CH2:2]1.